From a dataset of Full USPTO retrosynthesis dataset with 1.9M reactions from patents (1976-2016). Predict the reactants needed to synthesize the given product. Given the product [O:50]=[C:48]1[N:13]([C:14]2[CH:19]=[CH:18][C:17]([N:20]3[CH2:25][CH2:24][N:23]([C:26]([O:28][C:29]([CH3:31])([CH3:30])[CH3:32])=[O:27])[CH2:22][CH2:21]3)=[C:16]([C:33]([F:36])([F:35])[F:34])[CH:15]=2)[C:12]2[C:11]3[CH:10]=[C:9]([C:37]4[CH:38]=[N:39][C:40]5[C:45]([CH:46]=4)=[CH:44][CH:43]=[CH:42][CH:41]=5)[CH:8]=[CH:7][C:6]=3[N:5]=[CH:4][C:3]=2[CH2:2][O:1]1, predict the reactants needed to synthesize it. The reactants are: [OH:1][CH2:2][C:3]1[CH:4]=[N:5][C:6]2[C:11]([C:12]=1[NH:13][C:14]1[CH:19]=[CH:18][C:17]([N:20]3[CH2:25][CH2:24][N:23]([C:26]([O:28][C:29]([CH3:32])([CH3:31])[CH3:30])=[O:27])[CH2:22][CH2:21]3)=[C:16]([C:33]([F:36])([F:35])[F:34])[CH:15]=1)=[CH:10][C:9]([C:37]1[CH:38]=[N:39][C:40]3[C:45]([CH:46]=1)=[CH:44][CH:43]=[CH:42][CH:41]=3)=[CH:8][CH:7]=2.Cl[C:48](Cl)([O:50]C(=O)OC(Cl)(Cl)Cl)Cl.